From a dataset of Forward reaction prediction with 1.9M reactions from USPTO patents (1976-2016). Predict the product of the given reaction. (1) Given the reactants [S:1]1[C:5]2[CH:6]=[CH:7][CH:8]=[CH:9][C:4]=2[N:3]=[C:2]1[N:10]1[C:14](=[O:15])[CH2:13][C:12]([CH3:16])=[N:11]1.[OH:17][C:18]1[CH:25]=[CH:24][C:21]([CH:22]=O)=[CH:20][C:19]=1[O:26][CH3:27].N1CCCCC1, predict the reaction product. The product is: [S:1]1[C:5]2[CH:6]=[CH:7][CH:8]=[CH:9][C:4]=2[N:3]=[C:2]1[N:10]1[C:14](=[O:15])/[C:13](=[CH:22]/[C:21]2[CH:24]=[CH:25][C:18]([OH:17])=[C:19]([O:26][CH3:27])[CH:20]=2)/[C:12]([CH3:16])=[N:11]1. (2) The product is: [CH3:9][N:6]1[CH2:7][CH2:8][CH:3]([CH2:2][OH:1])[CH2:4][CH2:5]1. Given the reactants [OH:1][CH2:2][CH:3]1[CH2:8][CH2:7][N:6]([C:9](OC(C)(C)C)=O)[CH2:5][CH2:4]1.[H-].[H-].[H-].[H-].[Li+].[Al+3], predict the reaction product. (3) The product is: [CH2:63]([O:65][C:66]([C:68]1[C:73]([NH:10][C:3]2[CH:4]=[CH:5][C:6]([S:8][CH3:9])=[CH:7][C:2]=2[F:1])=[C:72]([CH3:75])[N:71]2[N:76]=[CH:77][CH:78]=[C:70]2[N:69]=1)=[O:67])[CH3:64]. Given the reactants [F:1][C:2]1[CH:7]=[C:6]([S:8][CH3:9])[CH:5]=[CH:4][C:3]=1[NH2:10].C1(P(C2C=CC=CC=2)C2(P(C3C=CC=CC=3)C3C=CC=CC=3)CC=C3C(C=CC=C3)=C2C2C3C(=CC=CC=3)C=CC=2)C=CC=CC=1.C(=O)([O-])[O-].[Cs+].[Cs+].[CH2:63]([O:65][C:66]([C:68]1[C:73](Cl)=[C:72]([CH3:75])[N:71]2[N:76]=[CH:77][CH:78]=[C:70]2[N:69]=1)=[O:67])[CH3:64], predict the reaction product. (4) The product is: [Br:1][C:2]1[CH:3]=[CH:4][C:5]([NH:8][C:9]([C:11]2[CH:31]=[CH:30][C:14]3[N:15]([CH3:29])[C:16]([NH:18][C:19]4[CH:27]=[CH:26][C:22]([C:23](=[O:24])[NH:35][CH3:34])=[CH:21][C:20]=4[Cl:28])=[N:17][C:13]=3[CH:12]=2)=[O:10])=[CH:6][CH:7]=1. Given the reactants [Br:1][C:2]1[CH:7]=[CH:6][C:5]([NH:8][C:9]([C:11]2[CH:31]=[CH:30][C:14]3[N:15]([CH3:29])[C:16]([NH:18][C:19]4[CH:27]=[CH:26][C:22]([C:23](O)=[O:24])=[CH:21][C:20]=4[Cl:28])=[N:17][C:13]=3[CH:12]=2)=[O:10])=[CH:4][CH:3]=1.CN.[CH3:34][N:35](C(ON1N=NC2C=CC=CC1=2)=[N+](C)C)C.[B-](F)(F)(F)F, predict the reaction product. (5) Given the reactants [Cl:1][C:2]1[C:3]([Cl:29])=[C:4]2[NH:10][C:9]([C:11]3[CH:16]=[CH:15][C:14]([O:17][CH2:18][CH2:19][N:20]4[CH2:25][CH2:24][O:23][CH2:22][CH2:21]4)=[C:13]([N+:26]([O-])=O)[CH:12]=3)=[N:8][C:5]2=[N:6][CH:7]=1.[Cl-].[Cl-].[Ca+2], predict the reaction product. The product is: [Cl:1][C:2]1[C:3]([Cl:29])=[C:4]2[NH:10][C:9]([C:11]3[CH:16]=[CH:15][C:14]([O:17][CH2:18][CH2:19][N:20]4[CH2:21][CH2:22][O:23][CH2:24][CH2:25]4)=[C:13]([CH:12]=3)[NH2:26])=[N:8][C:5]2=[N:6][CH:7]=1. (6) Given the reactants [NH:1]1[C:5]2=[N:6][CH:7]=[C:8]([O:10][C:11]3[CH:45]=[C:44]([N:46]4[CH2:51][CH2:50][N:49]([CH2:52][C:53]5[CH2:58][CH2:57][C:56]([CH3:60])([CH3:59])[CH2:55][C:54]=5[C:61]5[CH:66]=[CH:65][C:64]([Cl:67])=[CH:63][CH:62]=5)[CH2:48][CH2:47]4)[CH:43]=[CH:42][C:12]=3[C:13]([NH:15][S:16]([C:19]3[CH:24]=[CH:23][C:22]([NH:25][CH:26]4[CH2:31][CH2:30][N:29](C(OC(C)(C)C)=O)[CH2:28][CH2:27]4)=[C:21]([N+:39]([O-:41])=[O:40])[CH:20]=3)(=[O:18])=[O:17])=[O:14])[CH:9]=[C:4]2[CH:3]=[CH:2]1, predict the reaction product. The product is: [NH:1]1[C:5]2=[N:6][CH:7]=[C:8]([O:10][C:11]3[CH:45]=[C:44]([N:46]4[CH2:47][CH2:48][N:49]([CH2:52][C:53]5[CH2:58][CH2:57][C:56]([CH3:60])([CH3:59])[CH2:55][C:54]=5[C:61]5[CH:62]=[CH:63][C:64]([Cl:67])=[CH:65][CH:66]=5)[CH2:50][CH2:51]4)[CH:43]=[CH:42][C:12]=3[C:13]([NH:15][S:16]([C:19]3[CH:24]=[CH:23][C:22]([NH:25][CH:26]4[CH2:31][CH2:30][NH:29][CH2:28][CH2:27]4)=[C:21]([N+:39]([O-:41])=[O:40])[CH:20]=3)(=[O:18])=[O:17])=[O:14])[CH:9]=[C:4]2[CH:3]=[CH:2]1.